This data is from Full USPTO retrosynthesis dataset with 1.9M reactions from patents (1976-2016). The task is: Predict the reactants needed to synthesize the given product. (1) Given the product [CH2:1]1[O:17][C:16]2[C:3](=[CH:4][C:5]3[CH:6]=[C:7]([C:26]([N:28]4[CH2:35][CH2:34][CH2:33][C@H:29]4[C:30]([OH:32])=[O:31])=[O:27])[C:8]4[C:13]([C:14]=3[CH:15]=2)=[CH:12][C:11]([OH:18])=[CH:10][CH:9]=4)[O:2]1, predict the reactants needed to synthesize it. The reactants are: [CH2:1]1[O:17][C:16]2[C:3](=[CH:4][C:5]3[CH:6]=[C:7]([C:26]([N:28]4[CH2:35][CH2:34][CH2:33][C@H:29]4[C:30]([OH:32])=[O:31])=[O:27])[C:8]4[C:13]([C:14]=3[CH:15]=2)=[CH:12][C:11]([O:18]CC2C=CC=CC=2)=[CH:10][CH:9]=4)[O:2]1.N. (2) The reactants are: [Cl:1][C:2]1[CH:11]=[CH:10][C:9](O)=[C:8]2[C:3]=1[CH:4]=[CH:5][CH:6]=[N:7]2.C1(=O)O[CH2:16][CH2:15][O:14]1.C([O-])([O-])=O.[Cs+].[Cs+]. Given the product [OH:14][CH2:15][CH2:16][C:9]1[CH:10]=[CH:11][C:2]([Cl:1])=[C:3]2[C:8]=1[N:7]=[CH:6][CH:5]=[CH:4]2, predict the reactants needed to synthesize it. (3) Given the product [C:19]([C:18]1[CH:17]=[CH:21][C:3]([C:4]([O:6][CH3:7])=[O:5])=[CH:11][CH:12]=1)(=[O:24])[CH3:25], predict the reactants needed to synthesize it. The reactants are: ON=[C:3]([C:11](=O)[CH3:12])[C:4]([O:6][C:7](C)(C)C)=[O:5].FC1C=[C:17]2[C:21](=CC=1)N[C:19](=[O:24])[CH2:18]2.[CH3:25]C1C=CC2C=CC3C=CC(C)=NC=3C=2N=1.O.O(C(C)(C)C)[Na]. (4) The reactants are: C([O:8][C@H:9]1[C@H:14]([O:15]CC2C=CC=CC=2)[C@@H:13]([O:23]CC2C=CC=CC=2)[C@H:12]([C:31]2[CH:36]=[CH:35][C:34]([Cl:37])=[C:33]([CH2:38][C:39]3[CH:44]=[CH:43][C:42]([O:45][CH2:46][CH3:47])=[CH:41][CH:40]=3)[CH:32]=2)[O:11][C:10]1([CH2:49][OH:50])[CH3:48])C1C=CC=CC=1. Given the product [Cl:37][C:34]1[CH:35]=[CH:36][C:31]([C@@H:12]2[O:11][C:10]([CH2:49][OH:50])([CH3:48])[C@@H:9]([OH:8])[C@H:14]([OH:15])[C@H:13]2[OH:23])=[CH:32][C:33]=1[CH2:38][C:39]1[CH:40]=[CH:41][C:42]([O:45][CH2:46][CH3:47])=[CH:43][CH:44]=1, predict the reactants needed to synthesize it.